The task is: Predict the reaction yield, written as a fraction of the theoretical maximum amount of product (1.0 means a 100% yield; for example, 0.34 means a 34% yield).. This data is from Reaction yield outcomes from USPTO patents with 853,638 reactions. (1) The reactants are [NH:1]1[C:5]2[CH:6]=[CH:7][C:8]([C:10](O)=[O:11])=[CH:9][C:4]=2[N:3]=[CH:2]1.C1COCC1.[H-].[Al+3].[Li+].[H-].[H-].[H-].C(OCC)(=O)C. The catalyst is O.CO. The product is [NH:1]1[C:5]2[CH:6]=[CH:7][C:8]([CH2:10][OH:11])=[CH:9][C:4]=2[N:3]=[CH:2]1. The yield is 0.260. (2) The reactants are [Br:1][C:2]1[CH:8]=[CH:7][C:5]([NH2:6])=[C:4]([F:9])[CH:3]=1.C(N(CC)CC)C.[C:17](Cl)(=[O:19])[CH3:18]. The catalyst is ClCCl. The product is [Br:1][C:2]1[CH:8]=[CH:7][C:5]([NH:6][C:17](=[O:19])[CH3:18])=[C:4]([F:9])[CH:3]=1. The yield is 0.990. (3) The reactants are [K+].[N:2]1([CH2:8][C:9]([O-:11])=O)[CH2:7][CH2:6][O:5][CH2:4][CH2:3]1.FC(F)(F)C(O)=O.[C:19]1([C:25]2[CH:30]=[C:29]([CH:31]3[CH2:36][CH2:35][NH:34][CH2:33][CH2:32]3)[CH:28]=[CH:27][C:26]=2[NH:37][C:38]([C:40]2[NH:41][CH:42]=[C:43]([C:45]#[N:46])[N:44]=2)=[O:39])[CH2:24][CH2:23][CH2:22][CH2:21][CH:20]=1.C1CN([P+](Br)(N2CCCC2)N2CCCC2)CC1.F[P-](F)(F)(F)(F)F.CCN(C(C)C)C(C)C. The catalyst is C(Cl)Cl. The product is [C:19]1([C:25]2[CH:30]=[C:29]([CH:31]3[CH2:32][CH2:33][N:34]([C:9](=[O:11])[CH2:8][N:2]4[CH2:3][CH2:4][O:5][CH2:6][CH2:7]4)[CH2:35][CH2:36]3)[CH:28]=[CH:27][C:26]=2[NH:37][C:38]([C:40]2[NH:41][CH:42]=[C:43]([C:45]#[N:46])[N:44]=2)=[O:39])[CH2:24][CH2:23][CH2:22][CH2:21][CH:20]=1. The yield is 0.120.